The task is: Regression. Given two drug SMILES strings and cell line genomic features, predict the synergy score measuring deviation from expected non-interaction effect.. This data is from NCI-60 drug combinations with 297,098 pairs across 59 cell lines. Drug 1: COC1=NC(=NC2=C1N=CN2C3C(C(C(O3)CO)O)O)N. Drug 2: CCCCCOC(=O)NC1=NC(=O)N(C=C1F)C2C(C(C(O2)C)O)O. Cell line: MDA-MB-435. Synergy scores: CSS=7.21, Synergy_ZIP=-1.00, Synergy_Bliss=1.21, Synergy_Loewe=2.24, Synergy_HSA=2.16.